From a dataset of HIV replication inhibition screening data with 41,000+ compounds from the AIDS Antiviral Screen. Binary Classification. Given a drug SMILES string, predict its activity (active/inactive) in a high-throughput screening assay against a specified biological target. (1) The compound is NC(=O)C12C3C4C1C1C2C3C41C(N)=O. The result is 0 (inactive). (2) The drug is COC(=O)C1(Cc2ccc3c(c2)CCC3)Cc2ccc3c(c2C1O)CCC3. The result is 0 (inactive). (3) The drug is Cc1cccc(C)c1NC(=O)C(Cc1nc2ccc([N+](=O)[O-])cc2nc1O)=NNC(N)=O. The result is 0 (inactive). (4) The drug is O=c1ccc(=O)n(CCc2ccccn2)[nH]1. The result is 0 (inactive).